Dataset: Forward reaction prediction with 1.9M reactions from USPTO patents (1976-2016). Task: Predict the product of the given reaction. (1) Given the reactants [CH2:1]([C:3]1[CH:4]=[C:5]2[C:10](=[CH:11][CH:12]=1)[NH:9][C:8](=[O:13])[N:7]([CH2:14][CH2:15][C:16]1[CH:21]=[CH:20][CH:19]=[CH:18][CH:17]=1)[C:6]2=[O:22])[CH3:2].Br[CH2:24][C:25]1[CH:30]=[CH:29][C:28]([C:31]2[CH:36]=[CH:35][CH:34]=[CH:33][C:32]=2[C:37]2[N:41]=[C:40](C(Cl)(Cl)Cl)[O:39][N:38]=2)=[CH:27][CH:26]=1.C(=O)([O-])[O-:47].[K+].[K+], predict the reaction product. The product is: [CH2:1]([C:3]1[CH:4]=[C:5]2[C:10](=[CH:11][CH:12]=1)[N:9]([CH2:24][C:25]1[CH:30]=[CH:29][C:28]([C:31]3[CH:36]=[CH:35][CH:34]=[CH:33][C:32]=3[C:37]3[NH:41][C:40](=[O:47])[O:39][N:38]=3)=[CH:27][CH:26]=1)[C:8](=[O:13])[N:7]([CH2:14][CH2:15][C:16]1[CH:21]=[CH:20][CH:19]=[CH:18][CH:17]=1)[C:6]2=[O:22])[CH3:2]. (2) Given the reactants [CH3:1][O:2][C:3]1[CH:4]=[C:5]([NH:11][C:12]2[N:17]=[C:16]([N:18]3[CH:22]=[CH:21][C:20]([C:23]([F:26])([F:25])[F:24])=[N:19]3)[C:15]([C:27]3[CH:28]=[C:29]([C:33]([OH:35])=O)[CH:30]=[N:31][CH:32]=3)=[CH:14][N:13]=2)[CH:6]=[C:7]([O:9][CH3:10])[CH:8]=1.[CH2:36]([N:38](CC)CC)C.Cl.CN.C(P1(=O)OP(CCC)(=O)OP(CCC)(=O)O1)CC.CCOC(C)=O, predict the reaction product. The product is: [CH3:10][O:9][C:7]1[CH:6]=[C:5]([NH:11][C:12]2[N:17]=[C:16]([N:18]3[CH:22]=[CH:21][C:20]([C:23]([F:26])([F:24])[F:25])=[N:19]3)[C:15]([C:27]3[CH:28]=[C:29]([C:33]([NH:38][CH3:36])=[O:35])[CH:30]=[N:31][CH:32]=3)=[CH:14][N:13]=2)[CH:4]=[C:3]([O:2][CH3:1])[CH:8]=1. (3) Given the reactants [F:1][C:2]1[CH:18]=[CH:17][CH:16]=[C:15](F)[C:3]=1[C:4]([NH:6][C:7]1[C:8]([C:12]([OH:14])=[O:13])=[N:9][NH:10][CH:11]=1)=[O:5].[Cl:20]C1C=CC=C(F)C=1C(O)=O, predict the reaction product. The product is: [Cl:20][C:15]1[CH:16]=[CH:17][CH:18]=[C:2]([F:1])[C:3]=1[C:4]([NH:6][C:7]1[C:8]([C:12]([OH:14])=[O:13])=[N:9][NH:10][CH:11]=1)=[O:5]. (4) Given the reactants [Br:1][C:2]1[CH:7]=[CH:6][C:5]([NH:8][C:9]2[C:17](C(O)=O)=[C:16]3[N:12]([CH2:13][CH2:14][CH2:15]3)[C:11](=[O:21])[CH:10]=2)=[C:4]([F:22])[CH:3]=1.C1C=CC(P(N=[N+]=[N-])(C2C=CC=CC=2)=O)=CC=1.C1(C)C=CC=CC=1.C[N:48]([CH:50]=[O:51])C, predict the reaction product. The product is: [Br:1][C:2]1[CH:7]=[CH:6][C:5]([N:8]2[C:9]3[C:17](=[C:16]4[N:12]([C:11](=[O:21])[CH:10]=3)[CH2:13][CH2:14][CH2:15]4)[NH:48][C:50]2=[O:51])=[C:4]([F:22])[CH:3]=1. (5) Given the reactants [O:1]([NH2:3])[CH3:2].Cl[C:5]1[N:13]=[CH:12][N:11]=[C:10]2[C:6]=1[N:7]=[CH:8][N:9]2[C@@H:14]1[O:20][C@H:19]([CH2:21][OH:22])[C@@H:17]([OH:18])[C@@:15]1([CH3:23])[OH:16], predict the reaction product. The product is: [CH3:23][C@@:15]1([OH:16])[C@H:17]([OH:18])[C@@H:19]([CH2:21][OH:22])[O:20][C@H:14]1[N:9]1[CH:8]=[N:7][C:6]2[C:10]1=[N:11][CH:12]=[N:13][C:5]=2[NH:3][O:1][CH3:2]. (6) Given the reactants [CH3:1][O:2][C:3]1[C:8]([C:9]([OH:11])=O)=[CH:7][CH:6]=[CH:5][N:4]=1.CN(C(ON1N=NC2C=CC=NC1=2)=[N+](C)C)C.F[P-](F)(F)(F)(F)F.CCN(C(C)C)C(C)C.[NH:45]1[C:53]2[C:48](=[C:49]([C:54]3[CH:55]=[C:56]([NH2:63])[C:57]4[CH:58]=[N:59][NH:60][C:61]=4[CH:62]=3)[CH:50]=[CH:51][CH:52]=2)[CH:47]=[CH:46]1, predict the reaction product. The product is: [NH:45]1[C:53]2[C:48](=[C:49]([C:54]3[CH:62]=[C:61]4[C:57]([CH:58]=[N:59][NH:60]4)=[C:56]([NH:63][C:9]([C:8]4[C:3]([O:2][CH3:1])=[N:4][CH:5]=[CH:6][CH:7]=4)=[O:11])[CH:55]=3)[CH:50]=[CH:51][CH:52]=2)[CH:47]=[CH:46]1. (7) Given the reactants [CH2:1]([NH:3][C:4]1[N:16]2[C:7]([C:8]3[CH:9]=[C:10]([C:35]4[CH:40]=[CH:39][CH:38]=[CH:37][CH:36]=4)[C:11]([C:17]4[CH:22]=[CH:21][C:20]([C:23]5([NH:27]C(=O)OC(C)(C)C)[CH2:26][CH2:25][CH2:24]5)=[CH:19][CH:18]=4)=[N:12][C:13]=3[CH:14]=[CH:15]2)=[N:6][N:5]=1)[CH3:2].[ClH:41].CCOC(C)=O, predict the reaction product. The product is: [ClH:41].[ClH:41].[CH2:1]([NH:3][C:4]1[N:16]2[C:7]([C:8]3[CH:9]=[C:10]([C:35]4[CH:36]=[CH:37][CH:38]=[CH:39][CH:40]=4)[C:11]([C:17]4[CH:18]=[CH:19][C:20]([C:23]5([NH2:27])[CH2:24][CH2:25][CH2:26]5)=[CH:21][CH:22]=4)=[N:12][C:13]=3[CH:14]=[CH:15]2)=[N:6][N:5]=1)[CH3:2]. (8) Given the reactants [OH:1][C:2]1[CH:9]=[C:8]([CH3:10])[C:5]([CH:6]=[O:7])=[C:4]([CH3:11])[CH:3]=1.[C:12](OC(=O)C)(=[O:14])[CH3:13], predict the reaction product. The product is: [C:12]([O:1][C:2]1[CH:3]=[C:4]([CH3:11])[C:5]([CH:6]=[O:7])=[C:8]([CH3:10])[CH:9]=1)(=[O:14])[CH3:13].